Dataset: Reaction yield outcomes from USPTO patents with 853,638 reactions. Task: Predict the reaction yield, written as a fraction of the theoretical maximum amount of product (1.0 means a 100% yield; for example, 0.34 means a 34% yield). (1) The reactants are [CH3:1][C:2]1[CH:7]=[C:6]([C:8]2[S:9][C:10]3[CH:18]=[CH:17][CH:16]=[CH:15][C:11]=3[C:12](=[O:14])[N:13]=2)[N:5]=[C:4]([CH2:19][CH2:20][C:21]([O:23]C(C)(C)C)=[O:22])[CH:3]=1. The catalyst is FC(F)(F)C(O)=O. The product is [CH3:1][C:2]1[CH:7]=[C:6]([C:8]2[S:9][C:10]3[CH:18]=[CH:17][CH:16]=[CH:15][C:11]=3[C:12](=[O:14])[N:13]=2)[N:5]=[C:4]([CH2:19][CH2:20][C:21]([OH:23])=[O:22])[CH:3]=1. The yield is 0.870. (2) The reactants are Cl.[CH3:2][N:3]1[C:11]2[C:6](=[N:7][C:8]([C@@H:18]([NH2:20])[CH3:19])=[C:9]([C:12]3[N:16]([CH3:17])[N:15]=[CH:14][CH:13]=3)[CH:10]=2)[CH:5]=[CH:4]1.Cl[C:22]1[N:30]=[C:29]([NH2:31])[N:28]=[C:27]2[C:23]=1[N:24]=[CH:25][NH:26]2.C(N(C(C)C)C(C)C)C. The catalyst is C(#N)C. The product is [CH3:2][N:3]1[C:11]2[C:6](=[N:7][C:8]([C@@H:18]([NH:20][C:22]3[N:30]=[C:29]([NH2:31])[N:28]=[C:27]4[C:23]=3[N:24]=[CH:25][NH:26]4)[CH3:19])=[C:9]([C:12]3[N:16]([CH3:17])[N:15]=[CH:14][CH:13]=3)[CH:10]=2)[CH:5]=[CH:4]1. The yield is 0.444. (3) The reactants are [C:1]([NH:4][C:5]1[CH:10]=[CH:9][C:8]([S:11](Cl)(=[O:13])=[O:12])=[CH:7][CH:6]=1)(=[O:3])[CH3:2].[CH3:15][NH2:16]. No catalyst specified. The product is [CH3:15][NH:16][S:11]([C:8]1[CH:9]=[CH:10][C:5]([NH:4][C:1](=[O:3])[CH3:2])=[CH:6][CH:7]=1)(=[O:13])=[O:12]. The yield is 1.00. (4) The catalyst is C1COCC1. The product is [S:1]1[C:5]2[CH:6]=[CH:7][C:8]([NH:10][C:11]3[C:20]4[C:15](=[CH:16][C:17]([O:28][C:29]([CH3:36])([CH3:35])[CH2:30][OH:31])=[C:18]([S:21]([C:24]([CH3:25])([CH3:26])[CH3:27])(=[O:23])=[O:22])[CH:19]=4)[N:14]=[CH:13][N:12]=3)=[CH:9][C:4]=2[N:3]=[CH:2]1. The yield is 0.350. The reactants are [S:1]1[C:5]2[CH:6]=[CH:7][C:8]([NH:10][C:11]3[C:20]4[C:15](=[CH:16][C:17]([O:28][C:29]([CH3:36])([CH3:35])[C:30](OCC)=[O:31])=[C:18]([S:21]([C:24]([CH3:27])([CH3:26])[CH3:25])(=[O:23])=[O:22])[CH:19]=4)[N:14]=[CH:13][N:12]=3)=[CH:9][C:4]=2[N:3]=[CH:2]1.[H-].[H-].[H-].[H-].[Li+].[Al+3]. (5) The reactants are [CH2:1]([C:3]1[O:7][C:6]([C:8]2[CH:15]=[CH:14][C:11]([CH:12]=[O:13])=[CH:10][CH:9]=2)=[N:5][N:4]=1)[CH3:2].[CH:16]([Cl:19])([Cl:18])[Cl:17].[OH-].[K+]. The catalyst is CN(C=O)C.CO. The product is [Cl:17][C:16]([Cl:19])([Cl:18])[CH:12]([C:11]1[CH:14]=[CH:15][C:8]([C:6]2[O:7][C:3]([CH2:1][CH3:2])=[N:4][N:5]=2)=[CH:9][CH:10]=1)[OH:13]. The yield is 0.800.